This data is from NCI-60 drug combinations with 297,098 pairs across 59 cell lines. The task is: Regression. Given two drug SMILES strings and cell line genomic features, predict the synergy score measuring deviation from expected non-interaction effect. Drug 1: CN(C)N=NC1=C(NC=N1)C(=O)N. Drug 2: CC1=C(N=C(N=C1N)C(CC(=O)N)NCC(C(=O)N)N)C(=O)NC(C(C2=CN=CN2)OC3C(C(C(C(O3)CO)O)O)OC4C(C(C(C(O4)CO)O)OC(=O)N)O)C(=O)NC(C)C(C(C)C(=O)NC(C(C)O)C(=O)NCCC5=NC(=CS5)C6=NC(=CS6)C(=O)NCCC[S+](C)C)O. Cell line: UACC-257. Synergy scores: CSS=-2.87, Synergy_ZIP=3.29, Synergy_Bliss=2.23, Synergy_Loewe=-5.34, Synergy_HSA=-3.88.